The task is: Regression. Given two drug SMILES strings and cell line genomic features, predict the synergy score measuring deviation from expected non-interaction effect.. This data is from NCI-60 drug combinations with 297,098 pairs across 59 cell lines. Drug 1: CN1CCC(CC1)COC2=C(C=C3C(=C2)N=CN=C3NC4=C(C=C(C=C4)Br)F)OC. Drug 2: CCCCC(=O)OCC(=O)C1(CC(C2=C(C1)C(=C3C(=C2O)C(=O)C4=C(C3=O)C=CC=C4OC)O)OC5CC(C(C(O5)C)O)NC(=O)C(F)(F)F)O. Cell line: MDA-MB-231. Synergy scores: CSS=7.66, Synergy_ZIP=-2.14, Synergy_Bliss=0.765, Synergy_Loewe=1.86, Synergy_HSA=1.43.